Predict the reactants needed to synthesize the given product. From a dataset of Full USPTO retrosynthesis dataset with 1.9M reactions from patents (1976-2016). (1) Given the product [F:34][C:25]1[C:26]2[O:31][CH2:30][C:29](=[O:32])[NH:28][C:27]=2[CH:33]=[C:23]([C:21](=[O:22])[CH2:20][N:16]2[CH2:15][CH2:14][N:13]([C:4]3[CH:3]=[C:2]([F:1])[CH:11]=[C:10]4[C:5]=3[CH:6]=[CH:7][C:8]([CH3:12])=[N:9]4)[CH2:18][CH2:17]2)[CH:24]=1, predict the reactants needed to synthesize it. The reactants are: [F:1][C:2]1[CH:11]=[C:10]2[C:5]([CH:6]=[CH:7][C:8]([CH3:12])=[N:9]2)=[C:4]([N:13]2[CH2:18][CH2:17][NH:16][CH2:15][CH2:14]2)[CH:3]=1.Cl[CH2:20][C:21]([C:23]1[CH:24]=[C:25]([F:34])[C:26]2[O:31][CH2:30][C:29](=[O:32])[NH:28][C:27]=2[CH:33]=1)=[O:22]. (2) Given the product [ClH:1].[Cl:1][C:2]1[CH:7]=[CH:6][C:5]([C:20]2[CH:21]=[C:22]([CH2:26][N:27]3[CH:31]=[CH:30][N:29]=[C:28]3[CH3:32])[N:23]=[N:24][CH:25]=2)=[CH:4][C:3]=1[O:17][CH3:18], predict the reactants needed to synthesize it. The reactants are: [Cl:1][C:2]1[CH:7]=[CH:6][C:5](B2OC(C)(C)C(C)(C)O2)=[CH:4][C:3]=1[O:17][CH3:18].Cl[C:20]1[CH:21]=[C:22]([CH2:26][N:27]2[CH:31]=[CH:30][N:29]=[C:28]2[CH3:32])[N:23]=[N:24][CH:25]=1. (3) Given the product [Cl:1][C:2]1[C:3]([C:9]([NH:11][C:12]2[CH:20]=[C:19]([C:21]3[CH:29]=[CH:28][CH:27]=[C:26]4[C:22]=3[CH:23]=[CH:24][NH:25]4)[CH:18]=[C:17]3[C:13]=2[CH:14]=[N:15][NH:16]3)=[O:10])=[N:4][C:5]([N:30]2[CH2:35][CH2:34][CH2:33][CH2:32][CH2:31]2)=[CH:6][CH:7]=1, predict the reactants needed to synthesize it. The reactants are: [Cl:1][C:2]1[C:3]([C:9]([NH:11][C:12]2[CH:20]=[C:19]([C:21]3[CH:29]=[CH:28][CH:27]=[C:26]4[C:22]=3[CH:23]=[CH:24][NH:25]4)[CH:18]=[C:17]3[C:13]=2[CH:14]=[N:15][NH:16]3)=[O:10])=[N:4][C:5](Cl)=[CH:6][CH:7]=1.[NH:30]1[CH2:35][CH2:34][CH2:33][CH2:32][CH2:31]1.CCN(C(C)C)C(C)C.